This data is from Reaction yield outcomes from USPTO patents with 853,638 reactions. The task is: Predict the reaction yield, written as a fraction of the theoretical maximum amount of product (1.0 means a 100% yield; for example, 0.34 means a 34% yield). (1) The reactants are [C:1]([C:5]1[NH:6][C:7]2[C:12]([CH:13]=1)=[CH:11][C:10]([N+:14]([O-])=O)=[CH:9][C:8]=2[C:17]([O-:19])=[O:18])([CH3:4])([CH3:3])[CH3:2].[CH3:20]O. The catalyst is [Ni]. The product is [NH2:14][C:10]1[CH:11]=[C:12]2[C:7](=[C:8]([C:17]([O:19][CH3:20])=[O:18])[CH:9]=1)[NH:6][C:5]([C:1]([CH3:4])([CH3:3])[CH3:2])=[CH:13]2. The yield is 0.680. (2) The reactants are [Br:1][C:2]1[CH:11]=[C:10]2[CH:5]([C:6]([CH3:14])([CH3:13])[CH2:7][CH2:8][C:9]2=O)[CH2:4][C:3]=1[O:15][CH3:16].[C:17]([Mg]Cl)([CH3:20])([CH3:19])[CH3:18]. No catalyst specified. The product is [Br:1][C:2]1[CH:11]=[C:10]2[C:5](=[CH:4][C:3]=1[O:15][CH3:16])[C:6]([CH3:14])([CH3:13])[CH2:7][CH:8]=[C:9]2[C:17]([CH3:20])([CH3:19])[CH3:18]. The yield is 0.340. (3) The reactants are C(=O)([O-])[O-].[Na+].[Na+].O.Br[C:9]1[CH:14]=[CH:13][C:12]([CH:15]([O:17][CH:18]2[CH2:23][CH2:22][CH2:21][CH2:20][O:19]2)[CH3:16])=[CH:11][N:10]=1.[OH:24][CH2:25][C:26]1[CH:27]=[C:28](B(O)O)[CH:29]=[CH:30][CH:31]=1. The catalyst is C(O)CC.C([O-])(=O)C.[Pd+2].C([O-])(=O)C.C1(P(C2C=CC=CC=2)C2C=CC=CC=2)C=CC=CC=1. The product is [O:19]1[CH2:20][CH2:21][CH2:22][CH2:23][CH:18]1[O:17][CH:15]([C:12]1[CH:13]=[CH:14][C:9]([C:30]2[CH:31]=[C:26]([CH2:25][OH:24])[CH:27]=[CH:28][CH:29]=2)=[N:10][CH:11]=1)[CH3:16]. The yield is 0.750. (4) The reactants are C([N:8](CC1C=CC=CC=1)[C:9]1([CH:12]2[CH2:16][CH2:15][N:14](C(C3C=CC=CC=3)C)[CH2:13]2)[CH2:11][CH2:10]1)C1C=CC=CC=1. The catalyst is [Pd]. The product is [NH:14]1[CH2:15][CH2:16][C@@H:12]([C:9]2([NH2:8])[CH2:11][CH2:10]2)[CH2:13]1. The yield is 0.910. (5) The reactants are [C:1]1([C:7]2[N:8]=[N:9][N:10]([CH:12]3[CH2:29][CH:28]4[CH:14]([C:15](=[O:35])[N:16]([CH3:34])[CH2:17][CH2:18][CH2:19][CH2:20][CH:21]=[CH:22][CH:23]5[C:25]([C:31]([OH:33])=O)([NH:26][C:27]4=[O:30])[CH2:24]5)[CH2:13]3)[N:11]=2)[CH:6]=[CH:5][CH:4]=[CH:3][CH:2]=1.C1N=CN(C(N2C=NC=C2)=O)C=1.[CH:48]1([S:51]([NH2:54])(=[O:53])=[O:52])[CH2:50][CH2:49]1.C1CCN2C(=NCCC2)CC1. The catalyst is C1COCC1. The product is [C:1]1([C:7]2[N:8]=[N:9][N:10]([CH:12]3[CH2:29][CH:28]4[CH:14]([C:15](=[O:35])[N:16]([CH3:34])[CH2:17][CH2:18][CH2:19][CH2:20][CH:21]=[CH:22][CH:23]5[C:25]([C:31]([NH:54][S:51]([CH:48]6[CH2:50][CH2:49]6)(=[O:53])=[O:52])=[O:33])([NH:26][C:27]4=[O:30])[CH2:24]5)[CH2:13]3)[N:11]=2)[CH:2]=[CH:3][CH:4]=[CH:5][CH:6]=1. The yield is 0.460. (6) The reactants are Cl[C:2]1[C:7]([C:8]2[CH:13]=[CH:12][CH:11]=[C:10]([F:14])[CH:9]=2)=[CH:6][N:5]=[C:4]2[N:15]([S:18]([C:21]3[CH:26]=[CH:25][CH:24]=[CH:23][CH:22]=3)(=[O:20])=[O:19])[CH:16]=[CH:17][C:3]=12.[NH:27]1[CH2:32][CH2:31][NH:30][CH2:29][CH2:28]1.[CH3:33][C:34]([O:37][C:38](O[C:38]([O:37][C:34]([CH3:36])([CH3:35])[CH3:33])=[O:39])=[O:39])([CH3:36])[CH3:35].O. The catalyst is CN1C(=O)CCC1.C(Cl)Cl. The product is [F:14][C:10]1[CH:9]=[C:8]([C:7]2[C:2]([N:27]3[CH2:32][CH2:31][N:30]([C:38]([O:37][C:34]([CH3:36])([CH3:35])[CH3:33])=[O:39])[CH2:29][CH2:28]3)=[C:3]3[CH:17]=[CH:16][N:15]([S:18]([C:21]4[CH:26]=[CH:25][CH:24]=[CH:23][CH:22]=4)(=[O:20])=[O:19])[C:4]3=[N:5][CH:6]=2)[CH:13]=[CH:12][CH:11]=1. The yield is 0.577. (7) The reactants are [NH2:1][C:2]1[N:6]([C:7]2[C:12]([Cl:13])=[CH:11][C:10]([C:14]([O:16]CC)=[O:15])=[CH:9][C:8]=2[Cl:19])[N:5]=[C:4]([CH2:20][CH3:21])[C:3]=1[C:22]([NH2:24])=[O:23].[CH3:25][O:26][C:27]1[CH:32]=[CH:31][C:30]([CH2:33][C:34](OC)=O)=[CH:29][CH:28]=1.[Na].CC(O)=O. The catalyst is C(O)C. The product is [Cl:13][C:12]1[CH:11]=[C:10]([C:14]([OH:16])=[O:15])[CH:9]=[C:8]([Cl:19])[C:7]=1[N:6]1[C:2]2=[N:1][C:34]([CH2:33][C:30]3[CH:31]=[CH:32][C:27]([O:26][CH3:25])=[CH:28][CH:29]=3)=[N:24][C:22](=[O:23])[C:3]2=[C:4]([CH2:20][CH3:21])[NH:5]1. The yield is 0.750. (8) The reactants are [CH3:1][C:2]([C:4]1[C:9]([Cl:10])=[C:8]([F:11])[CH:7]=[CH:6][C:5]=1[Cl:12])=[O:3].[H-].[Al+3].[Li+].[H-].[H-].[H-].[OH-].[Na+].[O-]S([O-])(=O)=O.[Mg+2]. The catalyst is C1COCC1.O. The product is [Cl:10][C:9]1[C:8]([F:11])=[CH:7][CH:6]=[C:5]([Cl:12])[C:4]=1[CH:2]([OH:3])[CH3:1]. The yield is 0.950.